This data is from NCI-60 drug combinations with 297,098 pairs across 59 cell lines. The task is: Regression. Given two drug SMILES strings and cell line genomic features, predict the synergy score measuring deviation from expected non-interaction effect. (1) Drug 1: CN(CC1=CN=C2C(=N1)C(=NC(=N2)N)N)C3=CC=C(C=C3)C(=O)NC(CCC(=O)O)C(=O)O. Drug 2: COC1=C2C(=CC3=C1OC=C3)C=CC(=O)O2. Cell line: A498. Synergy scores: CSS=25.6, Synergy_ZIP=-4.97, Synergy_Bliss=0.611, Synergy_Loewe=-11.6, Synergy_HSA=-1.42. (2) Drug 1: C1=C(C(=O)NC(=O)N1)F. Drug 2: C(=O)(N)NO. Cell line: SF-539. Synergy scores: CSS=46.4, Synergy_ZIP=-6.35, Synergy_Bliss=-14.1, Synergy_Loewe=-34.7, Synergy_HSA=-13.1. (3) Drug 2: CC1C(C(CC(O1)OC2CC(CC3=C2C(=C4C(=C3O)C(=O)C5=C(C4=O)C(=CC=C5)OC)O)(C(=O)CO)O)N)O.Cl. Drug 1: C1=C(C(=O)NC(=O)N1)N(CCCl)CCCl. Cell line: SNB-19. Synergy scores: CSS=47.6, Synergy_ZIP=-5.58, Synergy_Bliss=-8.69, Synergy_Loewe=-4.05, Synergy_HSA=-2.55. (4) Drug 1: C1=C(C(=O)NC(=O)N1)F. Drug 2: C1C(C(OC1N2C=NC(=NC2=O)N)CO)O. Cell line: UACC-257. Synergy scores: CSS=23.8, Synergy_ZIP=-0.627, Synergy_Bliss=5.53, Synergy_Loewe=2.21, Synergy_HSA=2.33. (5) Drug 1: C1=CC(=CC=C1CCCC(=O)O)N(CCCl)CCCl. Drug 2: C1=CC=C(C(=C1)C(C2=CC=C(C=C2)Cl)C(Cl)Cl)Cl. Cell line: UACC62. Synergy scores: CSS=25.1, Synergy_ZIP=-9.94, Synergy_Bliss=-3.28, Synergy_Loewe=-8.48, Synergy_HSA=-3.32.